This data is from Reaction yield outcomes from USPTO patents with 853,638 reactions. The task is: Predict the reaction yield, written as a fraction of the theoretical maximum amount of product (1.0 means a 100% yield; for example, 0.34 means a 34% yield). (1) The reactants are [C:1]([O:5][C:6]([N:8]([C@H:16]1[CH2:24][CH2:23][CH2:22][C@H:21]([OH:25])[C@@H:20]([O:26][CH2:27][CH:28]([CH3:30])[CH3:29])[C@H:19]([CH3:31])[O:18][C:17]1=[O:32])[C:9](=[O:15])[O:10][C:11]([CH3:14])([CH3:13])[CH3:12])=[O:7])([CH3:4])([CH3:3])[CH3:2].N1C=CC=CC=1.[CH:39]1([C:44](Cl)=[O:45])[CH2:43][CH2:42][CH2:41][CH2:40]1. The catalyst is C(Cl)Cl. The product is [C:11]([O:10][C:9]([N:8]([C:6]([O:5][C:1]([CH3:2])([CH3:3])[CH3:4])=[O:7])[C@@H:16]1[C:17](=[O:32])[O:18][C@@H:19]([CH3:31])[C@H:20]([O:26][CH2:27][CH:28]([CH3:29])[CH3:30])[C@@H:21]([O:25][C:44]([CH:39]2[CH2:43][CH2:42][CH2:41][CH2:40]2)=[O:45])[CH2:22][CH2:23][CH2:24]1)=[O:15])([CH3:14])([CH3:13])[CH3:12]. The yield is 0.840. (2) The reactants are [CH3:1][NH:2][C:3](=[O:14])[C:4]1[CH:9]=[CH:8][C:7]([N+:10]([O-])=O)=[CH:6][C:5]=1[F:13]. The catalyst is C(OCC)(=O)C.C(O)(=O)C.[Fe]. The product is [CH3:1][NH:2][C:3](=[O:14])[C:4]1[CH:9]=[CH:8][C:7]([NH2:10])=[CH:6][C:5]=1[F:13]. The yield is 0.920.